Dataset: Forward reaction prediction with 1.9M reactions from USPTO patents (1976-2016). Task: Predict the product of the given reaction. Given the reactants [CH:1]1([CH:7]([O:50][CH3:51])[C:8]2[CH:45]=[CH:44][C:43]([C:46]([F:49])([F:48])[F:47])=[CH:42][C:9]=2[CH2:10][N:11]([CH2:27][C:28]2[CH:33]=[C:32]([C:34]([F:37])([F:36])[F:35])[CH:31]=[C:30]([C:38]([F:41])([F:40])[F:39])[CH:29]=2)[C:12]2[N:13]=[N:14][N:15](CCO[Si](C(C)(C)C)(C)C)[N:16]=2)[CH2:6][CH2:5][CH2:4][CH2:3][CH2:2]1.CCCC[N+](CCCC)(CCCC)CCCC.[F-].C1C[O:73][CH2:72][CH2:71]1, predict the reaction product. The product is: [F:37][C:34]([F:35])([F:36])[C:32]1[CH:33]=[C:28]([CH:29]=[C:30]([C:38]([F:39])([F:41])[F:40])[CH:31]=1)[CH2:27][N:11]([CH2:10][C:9]1[CH:42]=[C:43]([C:46]([F:47])([F:48])[F:49])[CH:44]=[CH:45][C:8]=1[CH:7]([CH:1]1[CH2:2][CH2:3][CH2:4][CH2:5][CH2:6]1)[O:50][CH3:51])[C:12]1[N:13]=[N:14][N:15]([CH:72]([OH:73])[CH3:71])[N:16]=1.